This data is from NCI-60 drug combinations with 297,098 pairs across 59 cell lines. The task is: Regression. Given two drug SMILES strings and cell line genomic features, predict the synergy score measuring deviation from expected non-interaction effect. (1) Drug 1: CC1C(C(CC(O1)OC2CC(CC3=C2C(=C4C(=C3O)C(=O)C5=C(C4=O)C(=CC=C5)OC)O)(C(=O)CO)O)N)O.Cl. Drug 2: CC12CCC3C(C1CCC2OP(=O)(O)O)CCC4=C3C=CC(=C4)OC(=O)N(CCCl)CCCl.[Na+]. Cell line: OVCAR-5. Synergy scores: CSS=28.9, Synergy_ZIP=-6.51, Synergy_Bliss=5.78, Synergy_Loewe=3.50, Synergy_HSA=3.61. (2) Drug 1: CCC1(CC2CC(C3=C(CCN(C2)C1)C4=CC=CC=C4N3)(C5=C(C=C6C(=C5)C78CCN9C7C(C=CC9)(C(C(C8N6C)(C(=O)OC)O)OC(=O)C)CC)OC)C(=O)OC)O.OS(=O)(=O)O. Synergy scores: CSS=-2.50, Synergy_ZIP=2.92, Synergy_Bliss=1.90, Synergy_Loewe=-0.432, Synergy_HSA=-3.64. Cell line: HCT116. Drug 2: C#CCC(CC1=CN=C2C(=N1)C(=NC(=N2)N)N)C3=CC=C(C=C3)C(=O)NC(CCC(=O)O)C(=O)O. (3) Drug 1: CC1C(C(=O)NC(C(=O)N2CCCC2C(=O)N(CC(=O)N(C(C(=O)O1)C(C)C)C)C)C(C)C)NC(=O)C3=C4C(=C(C=C3)C)OC5=C(C(=O)C(=C(C5=N4)C(=O)NC6C(OC(=O)C(N(C(=O)CN(C(=O)C7CCCN7C(=O)C(NC6=O)C(C)C)C)C)C(C)C)C)N)C. Drug 2: CC1CCC2CC(C(=CC=CC=CC(CC(C(=O)C(C(C(=CC(C(=O)CC(OC(=O)C3CCCCN3C(=O)C(=O)C1(O2)O)C(C)CC4CCC(C(C4)OC)OCCO)C)C)O)OC)C)C)C)OC. Cell line: SK-OV-3. Synergy scores: CSS=-0.752, Synergy_ZIP=1.86, Synergy_Bliss=1.66, Synergy_Loewe=-1.79, Synergy_HSA=-3.02. (4) Drug 1: CC1=C(C=C(C=C1)NC2=NC=CC(=N2)N(C)C3=CC4=NN(C(=C4C=C3)C)C)S(=O)(=O)N.Cl. Drug 2: CCC1(CC2CC(C3=C(CCN(C2)C1)C4=CC=CC=C4N3)(C5=C(C=C6C(=C5)C78CCN9C7C(C=CC9)(C(C(C8N6C=O)(C(=O)OC)O)OC(=O)C)CC)OC)C(=O)OC)O.OS(=O)(=O)O. Cell line: NCI-H322M. Synergy scores: CSS=11.2, Synergy_ZIP=4.40, Synergy_Bliss=10.0, Synergy_Loewe=-3.66, Synergy_HSA=8.36. (5) Drug 1: C1CN1P(=S)(N2CC2)N3CC3. Drug 2: C(CN)CNCCSP(=O)(O)O. Cell line: SK-MEL-28. Synergy scores: CSS=8.72, Synergy_ZIP=-2.61, Synergy_Bliss=-0.770, Synergy_Loewe=-2.21, Synergy_HSA=0.657.